This data is from Full USPTO retrosynthesis dataset with 1.9M reactions from patents (1976-2016). The task is: Predict the reactants needed to synthesize the given product. (1) Given the product [C:10]([O:8][CH:1]1[CH2:2][CH2:3][CH2:4][CH:5]([Br:9])[CH2:6]1)(=[O:15])[C:11]([CH3:14])([CH3:13])[CH3:12].[C:10]([O:8][C@H:1]1[CH2:2][CH2:3][C@H:4]([Br:9])[CH2:5][CH2:6]1)(=[O:15])[C:11]([CH3:14])([CH3:13])[CH3:12], predict the reactants needed to synthesize it. The reactants are: [CH:1]1([OH:8])[CH2:6][CH2:5][CH:4](O)[CH2:3][CH2:2]1.[BrH:9].[C:10](Cl)(=[O:15])[C:11]([CH3:14])([CH3:13])[CH3:12]. (2) Given the product [F:80][C:77]1[CH:76]=[CH:75][C:74]([N:69]2[C:70]3[C:66](=[C:65]([NH:47][CH2:48][C@@H:49]([NH:51][S:52]([C:55]4[C:60]([CH3:61])=[CH:59][C:58]([CH3:62])=[CH:57][C:56]=4[CH3:63])(=[O:54])=[O:53])[CH3:50])[CH:73]=[CH:72][CH:71]=3)[CH:67]=[N:68]2)=[CH:79][CH:78]=1, predict the reactants needed to synthesize it. The reactants are: C1C=CC(P(C2C(C3C(P(C4C=CC=CC=4)C4C=CC=CC=4)=CC=C4C=3C=CC=C4)=C3C(C=CC=C3)=CC=2)C2C=CC=CC=2)=CC=1.[NH2:47][CH2:48][C@@H:49]([NH:51][S:52]([C:55]1[C:60]([CH3:61])=[CH:59][C:58]([CH3:62])=[CH:57][C:56]=1[CH3:63])(=[O:54])=[O:53])[CH3:50].Br[C:65]1[CH:73]=[CH:72][CH:71]=[C:70]2[C:66]=1[CH:67]=[N:68][N:69]2[C:74]1[CH:79]=[CH:78][C:77]([F:80])=[CH:76][CH:75]=1.CC(C)([O-])C.[Na+]. (3) Given the product [Cl:1][C:2]1[N:7]=[C:6]([C:21]2[CH:20]=[N:19][N:18]([CH:14]([CH:9]3[CH2:13][CH2:12][CH2:11][CH2:10]3)[CH2:15][C:16]#[N:17])[CH:22]=2)[CH:5]=[CH:4][N:3]=1, predict the reactants needed to synthesize it. The reactants are: [Cl:1][C:2]1[N:7]=[C:6](Cl)[CH:5]=[CH:4][N:3]=1.[CH:9]1([CH:14]([N:18]2[CH:22]=[C:21](B3OC(C)(C)C(C)(C)O3)[CH:20]=[N:19]2)[CH2:15][C:16]#[N:17])[CH2:13][CH2:12][CH2:11][CH2:10]1.P([O-])([O-])([O-])=O.[K+].[K+].[K+]. (4) The reactants are: [CH3:1][N:2]1[CH2:7][CH2:6][N:5]([CH2:8][C:9]2[CH:10]=[CH:11][C:12]([C:15](OC)=[O:16])=[N:13][CH:14]=2)[CH2:4][CH2:3]1.[BH4-].[Na+]. Given the product [CH3:1][N:2]1[CH2:7][CH2:6][N:5]([CH2:8][C:9]2[CH:10]=[CH:11][C:12]([CH2:15][OH:16])=[N:13][CH:14]=2)[CH2:4][CH2:3]1, predict the reactants needed to synthesize it. (5) Given the product [F:2][C:3]1[CH:4]=[CH:5][C:6]([C:9]2([N:33]=[C:40]=[O:41])[CH2:10][CH2:11][N:12]([CH3:15])[CH2:13][CH2:14]2)=[CH:7][CH:8]=1, predict the reactants needed to synthesize it. The reactants are: Cl.[F:2][C:3]1[CH:8]=[CH:7][C:6]([C:9]2(C(O)=O)[CH2:14][CH2:13][N:12]([CH3:15])[CH2:11][CH2:10]2)=[CH:5][CH:4]=1.C1(P([N:33]=[N+]=[N-])(C2C=CC=CC=2)=O)C=CC=CC=1.O.CCO[C:40](C)=[O:41].